Dataset: Forward reaction prediction with 1.9M reactions from USPTO patents (1976-2016). Task: Predict the product of the given reaction. Given the reactants [CH:1]1([C:7]2[CH:8]=[CH:9][C:10]([O:17][CH3:18])=[C:11]([NH:13][C:14]([NH2:16])=[S:15])[CH:12]=2)[CH2:6][CH2:5][CH2:4][CH2:3][CH2:2]1.BrBr, predict the reaction product. The product is: [CH:1]1([C:7]2[C:12]3[S:15][C:14]([NH2:16])=[N:13][C:11]=3[C:10]([O:17][CH3:18])=[CH:9][CH:8]=2)[CH2:2][CH2:3][CH2:4][CH2:5][CH2:6]1.